The task is: Binary Classification. Given a drug SMILES string, predict its activity (active/inactive) in a high-throughput screening assay against a specified biological target.. This data is from HIV replication inhibition screening data with 41,000+ compounds from the AIDS Antiviral Screen. (1) The compound is COC(=O)c1cc(C(=CCCC2CCC3(C)C(CCC4C3CCC3(C)C(C(C)CCCC(C)C)CCC43)C2)c2cc(Cl)c(OC(=O)c3ccccc3)c(C(=O)OC)c2)cc(Cl)c1OC(=O)c1ccccc1. The result is 0 (inactive). (2) The molecule is Cc1nn(C(=O)CC(=O)Nc2ccccc2Cl)c(C)c1N=Nc1ccccc1Cl. The result is 0 (inactive). (3) The drug is c1ccc([Sn](Sc2cccc3cccnc23)(Sc2cccc3cccnc23)c2ccccc2)cc1. The result is 0 (inactive). (4) The compound is NC(=O)C1CCCN1C(=O)N(CCCl)N=O. The result is 0 (inactive). (5) The molecule is COc1ccc2[nH]c3c([N+](=O)[O-])ccc(NCCCN(C)C)c3c(=N)c2c1. The result is 0 (inactive). (6) The result is 0 (inactive). The compound is Nc1nc(Cl)cc(NCCC2(CO)CCC2)n1.